Task: Predict the reactants needed to synthesize the given product.. Dataset: Full USPTO retrosynthesis dataset with 1.9M reactions from patents (1976-2016) (1) Given the product [Cl:1][C:2]1[CH:7]=[CH:6][C:5]([S:8]([N:11]([CH2:20][C:21]2[CH:30]=[CH:29][C:24]([C:25]([O:27][CH3:28])=[O:26])=[CH:23][CH:22]=2)[CH:12]2[CH2:17][CH2:16][CH2:15][CH2:14][CH:13]2[CH3:18])(=[O:10])=[O:9])=[CH:4][CH:3]=1, predict the reactants needed to synthesize it. The reactants are: [Cl:1][C:2]1[CH:7]=[CH:6][C:5]([S:8]([NH:11][CH:12]2[CH2:17][CH2:16][CH2:15][CH2:14][CH:13]2[CH3:18])(=[O:10])=[O:9])=[CH:4][CH:3]=1.Br[CH2:20][C:21]1[CH:30]=[CH:29][C:24]([C:25]([O:27][CH3:28])=[O:26])=[CH:23][CH:22]=1.C(=O)([O-])[O-].[Cs+].[Cs+].C(OCC)(=O)C. (2) The reactants are: [Br:1][C:2]1[C:10]2[C:9]([NH:11][C:12]3[CH:13]=[C:14]4[CH:20]=[N:19][NH:18][C:15]4=[N:16][CH:17]=3)=[N:8][CH:7]=[N:6][C:5]=2[NH:4][C:3]=1[C:21](O)=[O:22].[CH3:24][C@H:25]1[CH2:30][O:29][CH2:28][CH2:27][NH:26]1. Given the product [Br:1][C:2]1[C:10]2[C:9]([NH:11][C:12]3[CH:13]=[C:14]4[CH:20]=[N:19][NH:18][C:15]4=[N:16][CH:17]=3)=[N:8][CH:7]=[N:6][C:5]=2[NH:4][C:3]=1[C:21]([N:26]1[CH2:27][CH2:28][O:29][CH2:30][C@@H:25]1[CH3:24])=[O:22], predict the reactants needed to synthesize it. (3) Given the product [C:14]1([CH:24]2[C:31]3[C:30]4[CH:29]=[CH:28][CH:27]=[CH:26][C:35]=4[CH2:34][CH2:33][C:32]=3[NH:1][C:2]3=[N:3][N:4]=[N:5][N:6]23)[C:23]2[C:18](=[CH:19][CH:20]=[CH:21][CH:22]=2)[CH:17]=[CH:16][CH:15]=1, predict the reactants needed to synthesize it. The reactants are: [NH2:1][C:2]1[NH:6][N:5]=[N:4][N:3]=1.C(N(CC)CC)C.[C:14]1([CH:24]=O)[C:23]2[C:18](=[CH:19][CH:20]=[CH:21][CH:22]=2)[CH:17]=[CH:16][CH:15]=1.[CH2:26]1[C:35]2[C:30](=[CH:31][CH:32]=[CH:33][CH:34]=2)[CH2:29][CH2:28][C:27]1=O. (4) Given the product [NH2:16][C:13]1[N:12]=[CH:11][C:10]([C:9]#[C:8][C:4]2[CH:3]=[C:2]([NH:1][C:29]([NH:28][C:19]3[CH:20]=[C:21]([C:24]([F:25])([F:27])[F:26])[CH:22]=[CH:23][C:18]=3[F:17])=[O:30])[CH:7]=[CH:6][CH:5]=2)=[CH:15][N:14]=1, predict the reactants needed to synthesize it. The reactants are: [NH2:1][C:2]1[CH:3]=[C:4]([C:8]#[C:9][C:10]2[CH:11]=[N:12][C:13]([NH2:16])=[N:14][CH:15]=2)[CH:5]=[CH:6][CH:7]=1.[F:17][C:18]1[CH:23]=[CH:22][C:21]([C:24]([F:27])([F:26])[F:25])=[CH:20][C:19]=1[N:28]=[C:29]=[O:30]. (5) The reactants are: [CH3:1][O:2][C:3]1[CH:8]=[CH:7][C:6]([Si:9]([CH3:12])([CH3:11])[CH3:10])=[CH:5][C:4]=1[N+:13]([O-])=O.[H][H]. Given the product [CH3:1][O:2][C:3]1[CH:8]=[CH:7][C:6]([Si:9]([CH3:12])([CH3:11])[CH3:10])=[CH:5][C:4]=1[NH2:13], predict the reactants needed to synthesize it. (6) Given the product [F:28][C:12]1[CH:11]=[C:10]([CH:15]=[CH:14][C:13]=1[N:16]([CH3:27])[C:17]1[N:22]=[CH:21][C:20]2[N:23]=[CH:24][N:25]([CH3:26])[C:19]=2[CH:18]=1)[CH2:9][NH:8][S:30]([CH3:29])(=[O:32])=[O:31], predict the reactants needed to synthesize it. The reactants are: C(N(CC)CC)C.[NH2:8][CH2:9][C:10]1[CH:15]=[CH:14][C:13]([N:16]([CH3:27])[C:17]2[N:22]=[CH:21][C:20]3[N:23]=[CH:24][N:25]([CH3:26])[C:19]=3[CH:18]=2)=[C:12]([F:28])[CH:11]=1.[CH3:29][S:30](Cl)(=[O:32])=[O:31].